Dataset: NCI-60 drug combinations with 297,098 pairs across 59 cell lines. Task: Regression. Given two drug SMILES strings and cell line genomic features, predict the synergy score measuring deviation from expected non-interaction effect. Drug 1: COC1=CC(=CC(=C1O)OC)C2C3C(COC3=O)C(C4=CC5=C(C=C24)OCO5)OC6C(C(C7C(O6)COC(O7)C8=CC=CS8)O)O. Drug 2: C1=C(C(=O)NC(=O)N1)N(CCCl)CCCl. Cell line: MCF7. Synergy scores: CSS=34.6, Synergy_ZIP=-14.0, Synergy_Bliss=-10.4, Synergy_Loewe=-13.6, Synergy_HSA=-4.26.